From a dataset of Reaction yield outcomes from USPTO patents with 853,638 reactions. Predict the reaction yield, written as a fraction of the theoretical maximum amount of product (1.0 means a 100% yield; for example, 0.34 means a 34% yield). The yield is 0.870. The reactants are Cl[C:2]1[CH:7]=[C:6]([C:8]2[CH:13]=[C:12]([Br:14])[CH:11]=[CH:10][C:9]=2[O:15][CH3:16])[N:5]=[C:4]([NH2:17])[N:3]=1.[Br:18][C:19]1[CH:24]=[CH:23][C:22]([NH2:25])=[CH:21][CH:20]=1. No catalyst specified. The product is [Br:14][C:12]1[CH:11]=[CH:10][C:9]([O:15][CH3:16])=[C:8]([C:6]2[N:5]=[C:4]([NH2:17])[N:3]=[C:2]([NH:25][C:22]3[CH:23]=[CH:24][C:19]([Br:18])=[CH:20][CH:21]=3)[CH:7]=2)[CH:13]=1.